This data is from Catalyst prediction with 721,799 reactions and 888 catalyst types from USPTO. The task is: Predict which catalyst facilitates the given reaction. (1) Reactant: [N:1]1[CH:6]=[CH:5][N:4]=[CH:3][C:2]=1[C:7](O)=O.OC1C2N=NNC=2C=CC=1.[H-].CN(C)CCCN=C=NCC.[C:32]([C:34]1[CH:59]=[CH:58][CH:57]=[CH:56][C:35]=1[O:36][C:37]1[CH:38]=[C:39]([NH2:55])[C:40]([NH2:54])=[CH:41][C:42]=1[O:43][C:44]1[CH:45]=[N:46][C:47]([S:50]([CH3:53])(=[O:52])=[O:51])=[CH:48][CH:49]=1)#[N:33]. Product: [C:32]([C:34]1[CH:59]=[CH:58][CH:57]=[CH:56][C:35]=1[O:36][C:37]1[C:42]([O:43][C:44]2[CH:45]=[N:46][C:47]([S:50]([CH3:53])(=[O:51])=[O:52])=[CH:48][CH:49]=2)=[CH:41][C:40]2[NH:54][C:7]([C:2]3[CH:3]=[N:4][CH:5]=[CH:6][N:1]=3)=[N:55][C:39]=2[CH:38]=1)#[N:33]. The catalyst class is: 434. (2) Reactant: [NH2:1][C:2]1[N:7]=[CH:6][C:5]([CH:8]2[CH2:12][CH2:11][N:10]([C:13]([O:15][C:16]([CH3:19])([CH3:18])[CH3:17])=[O:14])[CH2:9]2)=[CH:4][CH:3]=1.C1C(=O)N([Br:27])C(=O)C1. Product: [NH2:1][C:2]1[N:7]=[CH:6][C:5]([CH:8]2[CH2:12][CH2:11][N:10]([C:13]([O:15][C:16]([CH3:19])([CH3:18])[CH3:17])=[O:14])[CH2:9]2)=[CH:4][C:3]=1[Br:27]. The catalyst class is: 10. (3) Reactant: [Cl:1][C:2]1[CH:7]=[CH:6][C:5]([C@H:8]2[C@@H:13]([C:14]3[CH:19]=[CH:18][C:17]([Cl:20])=[CH:16][CH:15]=3)[N:12]([C@H:21]([CH2:27][CH2:28][CH3:29])[C:22]([O:24][CH2:25][CH3:26])=[O:23])[C:11](=[O:30])[CH2:10][O:9]2)=[CH:4][CH:3]=1.[CH2:31](Br)[C:32]1[CH:37]=[CH:36][CH:35]=[CH:34][CH:33]=1.[Li+].C[Si]([N-][Si](C)(C)C)(C)C. Product: [CH2:31]([C@H:10]1[C:11](=[O:30])[N:12]([C@H:21]([CH2:27][CH2:28][CH3:29])[C:22]([O:24][CH2:25][CH3:26])=[O:23])[C@H:13]([C:14]2[CH:19]=[CH:18][C:17]([Cl:20])=[CH:16][CH:15]=2)[C@H:8]([C:5]2[CH:6]=[CH:7][C:2]([Cl:1])=[CH:3][CH:4]=2)[O:9]1)[C:32]1[CH:37]=[CH:36][CH:35]=[CH:34][CH:33]=1. The catalyst class is: 1. (4) Reactant: [Br:1][C:2]1[CH:11]=[C:10]2[C:5]([C:6](=[O:22])[NH:7][N:8]=[C:9]2[CH2:12][C:13]2[CH:14]=[CH:15][C:16]([F:21])=C([CH:20]=2)C#N)=[CH:4][CH:3]=1.[OH-:23].[K+].[CH2:25]([OH:27])[CH3:26]. Product: [Br:1][C:2]1[CH:11]=[C:10]2[C:5]([C:6](=[O:22])[NH:7][N:8]=[C:9]2[CH2:12][C:13]2[CH:14]=[CH:15][C:16]([F:21])=[C:26]([CH:20]=2)[C:25]([OH:23])=[O:27])=[CH:4][CH:3]=1. The catalyst class is: 6.